From a dataset of Forward reaction prediction with 1.9M reactions from USPTO patents (1976-2016). Predict the product of the given reaction. (1) Given the reactants [OH:1][CH2:2][CH2:3][C:4]1[CH:5]=[C:6]([CH2:10][CH2:11][O:12][C:13]2[CH:14]=[C:15]([CH:19]=[CH:20][C:21]=2[O:22][CH3:23])[C:16]([OH:18])=O)[CH:7]=[CH:8][CH:9]=1.Cl.[CH3:25][O:26][C:27]([C:29]1([NH2:36])[CH2:35][CH2:34][CH2:33][CH2:32][CH2:31][CH2:30]1)=[O:28].C(Cl)CCl, predict the reaction product. The product is: [CH3:25][O:26][C:27]([C:29]1([NH:36][C:16](=[O:18])[C:15]2[CH:19]=[CH:20][C:21]([O:22][CH3:23])=[C:13]([O:12][CH2:11][CH2:10][C:6]3[CH:7]=[CH:8][CH:9]=[C:4]([CH2:3][CH2:2][OH:1])[CH:5]=3)[CH:14]=2)[CH2:30][CH2:31][CH2:32][CH2:33][CH2:34][CH2:35]1)=[O:28]. (2) Given the reactants [C:1]([O:4][CH2:5][CH2:6][CH2:7][O:8][C:9]1[CH:10]=[C:11]2[C:16](=[CH:17][C:18]=1[O:19][CH3:20])[C:15]([C:21](=[O:31])[C:22]1[CH:27]=[CH:26][CH:25]=[C:24]([O:28][CH2:29][CH3:30])[CH:23]=1)=[N:14][CH:13]=[C:12]2[CH:32]=[O:33])(=[O:3])[CH3:2].O.P([O-])(O)(O)=[O:36].[Na+].CC(=CC)C.Cl([O-])=O.[Na+], predict the reaction product. The product is: [C:1]([O:4][CH2:5][CH2:6][CH2:7][O:8][C:9]1[CH:10]=[C:11]2[C:16](=[CH:17][C:18]=1[O:19][CH3:20])[C:15]([C:21](=[O:31])[C:22]1[CH:27]=[CH:26][CH:25]=[C:24]([O:28][CH2:29][CH3:30])[CH:23]=1)=[N:14][CH:13]=[C:12]2[C:32]([OH:36])=[O:33])(=[O:3])[CH3:2]. (3) Given the reactants [C:1]([O:5][C:6](=[O:62])[CH2:7][N:8]([C:17]1[CH:22]=[CH:21][C:20]([C:23]2([OH:53])[C:36]3[CH:35]=[C:34]([F:37])[C:33]([O:38][CH2:39][O:40][CH2:41][CH2:42][O:43][CH3:44])=[CH:32][C:31]=3[O:30][C:29]3[C:24]2=[CH:25][C:26]([F:52])=[C:27]([O:45][CH2:46][O:47][CH2:48][CH2:49][O:50][CH3:51])[CH:28]=3)=[CH:19][C:18]=1[O:54]CC1C=CC=CC=1)[CH2:9][C:10]([O:12][C:13]([CH3:16])([CH3:15])[CH3:14])=[O:11])([CH3:4])([CH3:3])[CH3:2], predict the reaction product. The product is: [C:13]([O:12][C:10](=[O:11])[CH2:9][N:8]([CH2:7][C:6]([O:5][C:1]([CH3:4])([CH3:3])[CH3:2])=[O:62])[C:17]1[CH:22]=[CH:21][C:20]([C:23]2([OH:53])[C:36]3[CH:35]=[C:34]([F:37])[C:33]([O:38][CH2:39][O:40][CH2:41][CH2:42][O:43][CH3:44])=[CH:32][C:31]=3[O:30][C:29]3[C:24]2=[CH:25][C:26]([F:52])=[C:27]([O:45][CH2:46][O:47][CH2:48][CH2:49][O:50][CH3:51])[CH:28]=3)=[CH:19][C:18]=1[OH:54])([CH3:16])([CH3:15])[CH3:14]. (4) Given the reactants [C:1]([O:4][CH2:5][C@:6]1([CH2:27][O:28][CH2:29][C:30]2[CH:35]=[CH:34][CH:33]=[CH:32][CH:31]=2)[O:14][CH:9](OC(=O)C)[C@H:8]([O:15][C:16](=[O:18])[CH3:17])[C@@H:7]1[O:19][CH2:20][C:21]1[CH:26]=[CH:25][CH:24]=[CH:23][CH:22]=1)(=[O:3])[CH3:2].[C:36]([NH:44][C:45]1[CH:50]=[CH:49][NH:48][C:47](=[O:51])[N:46]=1)(=[O:43])[C:37]1[CH:42]=[CH:41][CH:40]=[CH:39][CH:38]=1.C/C(/O[Si](C)(C)C)=N\[Si](C)(C)C.O([Si](C)(C)C)S(C(F)(F)F)(=O)=O.C(=O)([O-])O.[Na+], predict the reaction product. The product is: [C:16]([O:15][C@@H:8]1[C@H:7]([O:19][CH2:20][C:21]2[CH:22]=[CH:23][CH:24]=[CH:25][CH:26]=2)[C@@:6]([CH2:5][O:4][C:1](=[O:3])[CH3:2])([CH2:27][O:28][CH2:29][C:30]2[CH:31]=[CH:32][CH:33]=[CH:34][CH:35]=2)[O:14][C@H:9]1[N:48]1[CH:49]=[CH:50][C:45]([NH:44][C:36](=[O:43])[C:37]2[CH:42]=[CH:41][CH:40]=[CH:39][CH:38]=2)=[N:46][C:47]1=[O:51])(=[O:18])[CH3:17].